The task is: Predict the product of the given reaction.. This data is from Forward reaction prediction with 1.9M reactions from USPTO patents (1976-2016). (1) Given the reactants [OH:1][C:2]1[CH:3]=[C:4]([CH:16]=[CH:17][CH:18]=1)[CH:5]=[C:6]1[C:11](=[O:12])[O:10][C:9]([CH3:14])([CH3:13])[O:8][C:7]1=[O:15].[CH:19]1([Mg]Br)[CH2:21][CH2:20]1, predict the reaction product. The product is: [CH:19]1([CH:5]([C:4]2[CH:16]=[CH:17][CH:18]=[C:2]([OH:1])[CH:3]=2)[CH:6]2[C:7](=[O:15])[O:8][C:9]([CH3:14])([CH3:13])[O:10][C:11]2=[O:12])[CH2:21][CH2:20]1. (2) Given the reactants [Se](=O)=[O:2].[OH:4][C:5]1[CH:14]=[C:13]([C:15]([CH3:20])([CH3:19])[C:16]([OH:18])=[O:17])[CH:12]=[C:11]2[C:6]=1[C@@H:7]1[CH2:26][C:25]([CH3:27])=[CH:24][CH2:23][C@@H:8]1[C:9]([CH3:22])([CH3:21])[O:10]2, predict the reaction product. The product is: [CH:27]([C:25]1[CH2:26][C@H:7]2[C:6]3[C:11](=[CH:12][C:13]([C:15]([CH3:19])([CH3:20])[C:16]([OH:18])=[O:17])=[CH:14][C:5]=3[OH:4])[O:10][C:9]([CH3:22])([CH3:21])[C@@H:8]2[CH2:23][CH:24]=1)=[O:2]. (3) Given the reactants C([O:8][C:9]1[C:18]2[CH:17]=[CH:16][CH:15]=[CH:14][C:13]=2[N:12]=[C:11]2[O:19][C@H:20]3[CH2:47][N:23]([C:24](=[O:46])[C@H:25]([CH:41]4[CH2:45][CH2:44][CH2:43][CH2:42]4)[NH:26][C:27](=[O:40])[O:28][C@:29]4([CH3:39])[CH2:38][CH2:37][CH2:36][C@H:30]4[CH2:31][CH2:32][CH:33]=[CH:34][CH2:35][C:10]=12)[C@H:22]([C:48]([OH:50])=[O:49])[CH2:21]3)C1C=CC=CC=1, predict the reaction product. The product is: [CH:41]1([C@H:25]2[C:24](=[O:46])[N:23]3[CH2:47][C@@H:20]([CH2:21][C@H:22]3[C:48]([OH:50])=[O:49])[O:19][C:11]3=[N:12][C:13]4[CH:14]=[CH:15][CH:16]=[CH:17][C:18]=4[C:9]([OH:8])=[C:10]3[CH2:35][CH2:34][CH2:33][CH2:32][CH2:31][C@@H:30]3[CH2:36][CH2:37][CH2:38][C@@:29]3([CH3:39])[O:28][C:27](=[O:40])[NH:26]2)[CH2:42][CH2:43][CH2:44][CH2:45]1. (4) The product is: [Br-:1].[Br:14][C:11]1[CH:12]=[CH:13][C:8]([C:7]2[O:6][N:5]=[C:4]([CH3:15])[C:3]=2[CH2:2][P+:22]([C:23]2[CH:24]=[CH:25][CH:26]=[CH:27][CH:28]=2)([C:29]2[CH:34]=[CH:33][CH:32]=[CH:31][CH:30]=2)[C:16]2[CH:17]=[CH:18][CH:19]=[CH:20][CH:21]=2)=[CH:9][CH:10]=1. Given the reactants [Br:1][CH2:2][C:3]1[C:4]([CH3:15])=[N:5][O:6][C:7]=1[C:8]1[CH:13]=[CH:12][C:11]([Br:14])=[CH:10][CH:9]=1.[C:16]1([P:22]([C:29]2[CH:34]=[CH:33][CH:32]=[CH:31][CH:30]=2)[C:23]2[CH:28]=[CH:27][CH:26]=[CH:25][CH:24]=2)[CH:21]=[CH:20][CH:19]=[CH:18][CH:17]=1, predict the reaction product.